This data is from Reaction yield outcomes from USPTO patents with 853,638 reactions. The task is: Predict the reaction yield, written as a fraction of the theoretical maximum amount of product (1.0 means a 100% yield; for example, 0.34 means a 34% yield). The reactants are [NH2:1][C:2]1[CH:3]=[C:4]([C:7]([Br:10])=[CH:8][N:9]=1)[C:5]#[N:6].C([O-])(O)=O.[Na+].Cl[CH2:17][CH:18]=O. The catalyst is CCO. The product is [Br:10][C:7]1[C:4]([C:5]#[N:6])=[CH:3][C:2]2[N:9]([CH:17]=[CH:18][N:1]=2)[CH:8]=1. The yield is 0.530.